From a dataset of Catalyst prediction with 721,799 reactions and 888 catalyst types from USPTO. Predict which catalyst facilitates the given reaction. Reactant: [C:1]([O:5][C:6](=[O:20])[NH:7][C@H:8]([C:10]1[CH:15]=[CH:14][C:13]([C@H:16]([OH:19])[CH2:17][OH:18])=[CH:12][CH:11]=1)[CH3:9])([CH3:4])([CH3:3])[CH3:2].[C:21]1([CH3:31])[CH:26]=[CH:25][C:24]([S:27](Cl)(=[O:29])=[O:28])=[CH:23][CH:22]=1.O. Product: [CH3:31][C:21]1[CH:26]=[CH:25][C:24]([S:27]([O:18][CH2:17][C@H:16]([C:13]2[CH:12]=[CH:11][C:10]([C@@H:8]([NH:7][C:6]([O:5][C:1]([CH3:2])([CH3:3])[CH3:4])=[O:20])[CH3:9])=[CH:15][CH:14]=2)[OH:19])(=[O:29])=[O:28])=[CH:23][CH:22]=1. The catalyst class is: 17.